Dataset: Forward reaction prediction with 1.9M reactions from USPTO patents (1976-2016). Task: Predict the product of the given reaction. (1) Given the reactants [C:1](Cl)(=O)[C:2]([Cl:4])=[O:3].[Cl:7][C:8]1[CH:9]=C(C(O)=O)[NH:11][C:12]=1[C:13]([O:15][CH3:16])=[O:14].CN(C=O)C, predict the reaction product. The product is: [Cl:7][C:8]1[CH:9]=[C:1]([C:2]([Cl:4])=[O:3])[NH:11][C:12]=1[C:13]([O:15][CH3:16])=[O:14]. (2) Given the reactants [C:1]1([C:7]2[N:11]3[N:12]=[C:13]([O:16][CH3:17])[CH:14]=[CH:15][C:10]3=[N:9][C:8]=2[C:18]2[CH:23]=[CH:22][C:21]([C:24]3([NH:28]C(=O)OC(C)(C)C)[CH2:27][CH2:26][CH2:25]3)=[CH:20][CH:19]=2)[CH:6]=[CH:5][CH:4]=[CH:3][CH:2]=1.Cl.O1CCOCC1.[OH-].[Na+], predict the reaction product. The product is: [CH3:17][O:16][C:13]1[CH:14]=[CH:15][C:10]2[N:11]([C:7]([C:1]3[CH:6]=[CH:5][CH:4]=[CH:3][CH:2]=3)=[C:8]([C:18]3[CH:19]=[CH:20][C:21]([C:24]4([NH2:28])[CH2:25][CH2:26][CH2:27]4)=[CH:22][CH:23]=3)[N:9]=2)[N:12]=1. (3) Given the reactants [F:1][C:2]1[CH:3]=[C:4]([C:21]([O:23][CH3:24])=[O:22])[C:5]2[O:9][C:8]([C:10]3[CH:15]=[CH:14][C:13]([CH2:16][N:17]([CH3:19])[CH3:18])=[CH:12][CH:11]=3)=[CH:7][C:6]=2[CH:20]=1.[C:25](C1C=CC(CN2CCCC2)=CC=1)#[CH:26].FC1C=C(C(OC)=O)C(O)=C(I)C=1, predict the reaction product. The product is: [F:1][C:2]1[CH:3]=[C:4]([C:21]([O:23][CH3:24])=[O:22])[C:5]2[O:9][C:8]([C:10]3[CH:15]=[CH:14][C:13]([CH2:16][N:17]4[CH2:19][CH2:26][CH2:25][CH2:18]4)=[CH:12][CH:11]=3)=[CH:7][C:6]=2[CH:20]=1. (4) Given the reactants [F:1][C:2]([F:11])([C:7]([F:10])([F:9])[F:8])[CH2:3][CH2:4][CH2:5][OH:6].[S:12](Cl)([C:15]1[CH:21]=[CH:20][C:18]([CH3:19])=[CH:17][CH:16]=1)(=[O:14])=[O:13], predict the reaction product. The product is: [CH3:19][C:18]1[CH:20]=[CH:21][C:15]([S:12]([O:6][CH2:5][CH2:4][CH2:3][C:2]([F:11])([F:1])[C:7]([F:8])([F:9])[F:10])(=[O:14])=[O:13])=[CH:16][CH:17]=1. (5) Given the reactants Cl[C:2]1[C:3](=[O:18])[N:4]([CH:15]([CH3:17])[CH3:16])[S:5](=[O:14])(=[O:13])[C:6]=1[C:7]1[CH:12]=[CH:11][CH:10]=[CH:9][CH:8]=1.[CH:19]([O:22][C:23]1[CH:29]=[CH:28][C:26]([NH2:27])=[CH:25][CH:24]=1)([CH3:21])[CH3:20], predict the reaction product. The product is: [CH:19]([O:22][C:23]1[CH:29]=[CH:28][C:26]([NH:27][C:2]2[C:3](=[O:18])[N:4]([CH:15]([CH3:17])[CH3:16])[S:5](=[O:14])(=[O:13])[C:6]=2[C:7]2[CH:12]=[CH:11][CH:10]=[CH:9][CH:8]=2)=[CH:25][CH:24]=1)([CH3:21])[CH3:20]. (6) Given the reactants Br[CH2:2][C:3]1[N:7]([CH3:8])[N:6]([CH:9]2[CH2:14][CH2:13][CH2:12][CH2:11][CH2:10]2)[C:5](=[O:15])[C:4]=1[Cl:16].[Cl:17][C:18]1[CH:23]=[CH:22][CH:21]=[CH:20][C:19]=1[N:24]1[CH2:29][CH2:28][NH:27][CH2:26][CH2:25]1.C(=O)([O-])[O-].[K+].[K+], predict the reaction product. The product is: [Cl:16][C:4]1[C:5](=[O:15])[N:6]([CH:9]2[CH2:14][CH2:13][CH2:12][CH2:11][CH2:10]2)[N:7]([CH3:8])[C:3]=1[CH2:2][N:27]1[CH2:26][CH2:25][N:24]([C:19]2[CH:20]=[CH:21][CH:22]=[CH:23][C:18]=2[Cl:17])[CH2:29][CH2:28]1.